From a dataset of Forward reaction prediction with 1.9M reactions from USPTO patents (1976-2016). Predict the product of the given reaction. Given the reactants C1([C:7]2[CH:17]=[CH:16][CH:15]=[C:9]3[C:10]([NH:12][C:13](=[O:14])[C:8]=23)=[O:11])C=CC=CC=1.C([O-])([O-])=O.[K+].[K+].Br[CH2:25][C:26]1[N:36]([CH2:37][C:38]([CH3:41])([CH3:40])[CH3:39])[C:29]2[N:30]=[C:31]([C:34]#[N:35])[N:32]=[CH:33][C:28]=2[CH:27]=1, predict the reaction product. The product is: [CH3:39][C:38]([CH3:41])([CH3:40])[CH2:37][N:36]1[C:29]2[N:30]=[C:31]([C:34]#[N:35])[N:32]=[CH:33][C:28]=2[CH:27]=[C:26]1[CH2:25][N:12]1[C:13](=[O:14])[C:8]2[C:9](=[CH:15][CH:16]=[CH:17][CH:7]=2)[C:10]1=[O:11].